This data is from Forward reaction prediction with 1.9M reactions from USPTO patents (1976-2016). The task is: Predict the product of the given reaction. Given the reactants Cl[C:2]1[N:7]=[CH:6][C:5]2[N:8]=[C:9]([C@H:17]([O:19][CH:20]3[CH2:25][CH2:24][CH2:23][CH2:22][O:21]3)[CH3:18])[N:10]([C@@H:11]([CH3:16])[C:12]([F:15])([F:14])[F:13])[C:4]=2[CH:3]=1.[NH2:26][C:27]1[CH:32]=[CH:31][N:30]=[C:29]([N:33]2[CH2:38][CH2:37][C@:36]([CH3:40])([OH:39])[C@H:35]([F:41])[CH2:34]2)[N:28]=1.C1(P(C2CCCCC2)C2C=CC=CC=2C2C(C(C)C)=CC(C(C)C)=CC=2C(C)C)CCCCC1.C(=O)([O-])[O-].[Cs+].[Cs+], predict the reaction product. The product is: [F:41][C@H:35]1[C@@:36]([CH3:40])([OH:39])[CH2:37][CH2:38][N:33]([C:29]2[N:28]=[C:27]([NH:26][C:2]3[N:7]=[CH:6][C:5]4[N:8]=[C:9]([C@H:17]([O:19][CH:20]5[CH2:25][CH2:24][CH2:23][CH2:22][O:21]5)[CH3:18])[N:10]([C@@H:11]([CH3:16])[C:12]([F:15])([F:14])[F:13])[C:4]=4[CH:3]=3)[CH:32]=[CH:31][N:30]=2)[CH2:34]1.